From a dataset of NCI-60 drug combinations with 297,098 pairs across 59 cell lines. Regression. Given two drug SMILES strings and cell line genomic features, predict the synergy score measuring deviation from expected non-interaction effect. (1) Drug 1: CCCS(=O)(=O)NC1=C(C(=C(C=C1)F)C(=O)C2=CNC3=C2C=C(C=N3)C4=CC=C(C=C4)Cl)F. Drug 2: C1=C(C(=O)NC(=O)N1)F. Cell line: COLO 205. Synergy scores: CSS=66.7, Synergy_ZIP=-6.57, Synergy_Bliss=-8.52, Synergy_Loewe=-3.12, Synergy_HSA=-1.86. (2) Cell line: MOLT-4. Drug 1: CC1=C(C(CCC1)(C)C)C=CC(=CC=CC(=CC(=O)O)C)C. Synergy scores: CSS=3.36, Synergy_ZIP=-1.19, Synergy_Bliss=-0.824, Synergy_Loewe=-1.21, Synergy_HSA=-0.775. Drug 2: C1CNP(=O)(OC1)N(CCCl)CCCl. (3) Drug 1: C1=C(C(=O)NC(=O)N1)N(CCCl)CCCl. Drug 2: CC1=C(C(=CC=C1)Cl)NC(=O)C2=CN=C(S2)NC3=CC(=NC(=N3)C)N4CCN(CC4)CCO. Cell line: CAKI-1. Synergy scores: CSS=81.5, Synergy_ZIP=4.07, Synergy_Bliss=4.13, Synergy_Loewe=5.44, Synergy_HSA=9.95. (4) Drug 2: CC1=C2C(C(=O)C3(C(CC4C(C3C(C(C2(C)C)(CC1OC(=O)C(C(C5=CC=CC=C5)NC(=O)OC(C)(C)C)O)O)OC(=O)C6=CC=CC=C6)(CO4)OC(=O)C)O)C)O. Synergy scores: CSS=9.50, Synergy_ZIP=-2.71, Synergy_Bliss=-1.04, Synergy_Loewe=-0.327, Synergy_HSA=-0.166. Drug 1: C1CC(C1)(C(=O)O)C(=O)O.[NH2-].[NH2-].[Pt+2]. Cell line: COLO 205. (5) Drug 1: CN(C(=O)NC(C=O)C(C(C(CO)O)O)O)N=O. Cell line: U251. Drug 2: C1CNP(=O)(OC1)N(CCCl)CCCl. Synergy scores: CSS=-0.00200, Synergy_ZIP=-0.521, Synergy_Bliss=-2.09, Synergy_Loewe=-0.476, Synergy_HSA=-2.25.